Dataset: NCI-60 drug combinations with 297,098 pairs across 59 cell lines. Task: Regression. Given two drug SMILES strings and cell line genomic features, predict the synergy score measuring deviation from expected non-interaction effect. (1) Drug 1: C1CCC(CC1)NC(=O)N(CCCl)N=O. Drug 2: CC1C(C(=O)NC(C(=O)N2CCCC2C(=O)N(CC(=O)N(C(C(=O)O1)C(C)C)C)C)C(C)C)NC(=O)C3=C4C(=C(C=C3)C)OC5=C(C(=O)C(=C(C5=N4)C(=O)NC6C(OC(=O)C(N(C(=O)CN(C(=O)C7CCCN7C(=O)C(NC6=O)C(C)C)C)C)C(C)C)C)N)C. Cell line: UACC-257. Synergy scores: CSS=-6.18, Synergy_ZIP=-0.950, Synergy_Bliss=-2.44, Synergy_Loewe=-4.54, Synergy_HSA=-5.24. (2) Drug 1: COC1=CC(=CC(=C1O)OC)C2C3C(COC3=O)C(C4=CC5=C(C=C24)OCO5)OC6C(C(C7C(O6)COC(O7)C8=CC=CS8)O)O. Drug 2: C1=C(C(=O)NC(=O)N1)F. Cell line: SNB-75. Synergy scores: CSS=37.2, Synergy_ZIP=-1.66, Synergy_Bliss=0.347, Synergy_Loewe=2.69, Synergy_HSA=3.61. (3) Drug 1: C1=NC2=C(N=C(N=C2N1C3C(C(C(O3)CO)O)F)Cl)N. Drug 2: CCC1=C2CN3C(=CC4=C(C3=O)COC(=O)C4(CC)O)C2=NC5=C1C=C(C=C5)O. Cell line: OVCAR-4. Synergy scores: CSS=-0.0130, Synergy_ZIP=0.230, Synergy_Bliss=-0.533, Synergy_Loewe=-2.67, Synergy_HSA=-2.20. (4) Drug 1: C1=NC2=C(N=C(N=C2N1C3C(C(C(O3)CO)O)O)F)N. Drug 2: COC1=C2C(=CC3=C1OC=C3)C=CC(=O)O2. Cell line: HOP-92. Synergy scores: CSS=5.78, Synergy_ZIP=0.817, Synergy_Bliss=1.41, Synergy_Loewe=-8.53, Synergy_HSA=-4.21. (5) Drug 1: CCC1(CC2CC(C3=C(CCN(C2)C1)C4=CC=CC=C4N3)(C5=C(C=C6C(=C5)C78CCN9C7C(C=CC9)(C(C(C8N6C)(C(=O)OC)O)OC(=O)C)CC)OC)C(=O)OC)O.OS(=O)(=O)O. Drug 2: C1CN(CCN1C(=O)CCBr)C(=O)CCBr. Cell line: HS 578T. Synergy scores: CSS=21.2, Synergy_ZIP=-2.07, Synergy_Bliss=4.54, Synergy_Loewe=5.34, Synergy_HSA=4.40. (6) Drug 1: C1CC(C1)(C(=O)O)C(=O)O.[NH2-].[NH2-].[Pt+2]. Drug 2: COC1=NC(=NC2=C1N=CN2C3C(C(C(O3)CO)O)O)N. Cell line: NCI-H460. Synergy scores: CSS=2.37, Synergy_ZIP=2.36, Synergy_Bliss=6.80, Synergy_Loewe=1.87, Synergy_HSA=5.08. (7) Drug 1: CN1C(=O)N2C=NC(=C2N=N1)C(=O)N. Drug 2: CC(C)(C1=NC(=CC=C1)N2C3=NC(=NC=C3C(=O)N2CC=C)NC4=CC=C(C=C4)N5CCN(CC5)C)O. Cell line: T-47D. Synergy scores: CSS=-0.306, Synergy_ZIP=11.6, Synergy_Bliss=7.88, Synergy_Loewe=-10.5, Synergy_HSA=-4.58.